Regression/Classification. Given a drug SMILES string, predict its absorption, distribution, metabolism, or excretion properties. Task type varies by dataset: regression for continuous measurements (e.g., permeability, clearance, half-life) or binary classification for categorical outcomes (e.g., BBB penetration, CYP inhibition). Dataset: b3db_classification. From a dataset of Blood-brain barrier permeability classification from the B3DB database. (1) The compound is CC1=C(C(=O)O)N2C(=O)C(NC(=O)[C@@H](N)c3ccccc3)[C@@H]2SC1. The result is 0 (does not penetrate BBB). (2) The molecule is CN1C(=O)CC[C@H]1c1cccnc1. The result is 1 (penetrates BBB).